Dataset: Full USPTO retrosynthesis dataset with 1.9M reactions from patents (1976-2016). Task: Predict the reactants needed to synthesize the given product. (1) Given the product [CH2:27]([N:7]1[C:8](=[O:18])[C:9]2[N:10]([CH2:15][CH:16]=[CH2:17])[C:11]([Cl:14])=[N:12][C:13]=2[N:5]([CH2:1][CH2:2][CH2:3][CH3:4])[C:20]1=[O:23])[CH2:28][CH2:29][CH2:30][N:7]1[C:8](=[O:18])[C:9]2[N:10]([CH2:15][CH:16]=[CH2:17])[C:11]([Cl:14])=[N:12][C:13]=2[N:5]([CH2:1][CH2:2][CH2:3][CH3:4])[C:6]1=[O:19], predict the reactants needed to synthesize it. The reactants are: [CH2:1]([N:5]1[C:13]2[N:12]=[C:11]([Cl:14])[N:10]([CH2:15][CH:16]=[CH2:17])[C:9]=2[C:8](=[O:18])[NH:7][C:6]1=[O:19])[CH2:2][CH2:3][CH3:4].[C:20]([O-:23])([O-])=O.[Cs+].[Cs+].I[CH2:27][CH2:28][CH2:29][CH2:30]I. (2) Given the product [F:40][CH:30]([F:29])[C:31]1[N:32]([C:2]2[N:3]=[C:4]([N:23]3[CH2:28][CH2:27][O:26][CH2:25][CH2:24]3)[C:5]3[N:11]=[C:10]([CH2:12][N:13]4[CH2:14][CH2:15][CH:16]([C:19]([OH:22])([CH3:20])[CH3:21])[CH2:17][CH2:18]4)[CH:9]=[CH:8][C:6]=3[N:7]=2)[C:33]2[CH:39]=[CH:38][CH:37]=[CH:36][C:34]=2[N:35]=1, predict the reactants needed to synthesize it. The reactants are: Cl[C:2]1[N:3]=[C:4]([N:23]2[CH2:28][CH2:27][O:26][CH2:25][CH2:24]2)[C:5]2[N:11]=[C:10]([CH2:12][N:13]3[CH2:18][CH2:17][CH:16]([C:19]([OH:22])([CH3:21])[CH3:20])[CH2:15][CH2:14]3)[CH:9]=[CH:8][C:6]=2[N:7]=1.[F:29][CH:30]([F:40])[C:31]1[NH:35][C:34]2[CH:36]=[CH:37][CH:38]=[CH:39][C:33]=2[N:32]=1. (3) Given the product [NH2:13][C:14]1[N:19]=[CH:18][N:17]=[C:16]2[N:20]([C@@H:39]3[CH2:43][CH2:42][N:41]([C:8](=[O:12])[CH:9]=[CH2:10])[CH2:40]3)[N:21]=[C:22]([C:23]3[CH:28]=[CH:27][C:26]([C:29](=[O:30])[C:31]4[CH:36]=[CH:35][C:34]([F:37])=[CH:33][CH:32]=4)=[CH:25][C:24]=3[F:38])[C:15]=12.[ClH:48], predict the reactants needed to synthesize it. The reactants are: C(N(CC)CC)C.[C:8]([OH:12])(=O)[CH:9]=[CH2:10].[NH2:13][C:14]1[N:19]=[CH:18][N:17]=[C:16]2[N:20]([C@@H:39]3[CH2:43][CH2:42][NH:41][CH2:40]3)[N:21]=[C:22]([C:23]3[CH:28]=[CH:27][C:26]([C:29]([C:31]4[CH:36]=[CH:35][C:34]([F:37])=[CH:33][CH:32]=4)=[O:30])=[CH:25][C:24]=3[F:38])[C:15]=12.C(#N)C.O.[Cl:48]CCl. (4) Given the product [N:1]1([CH2:7][C@@H:8]2[CH2:12][CH2:11][NH:10][C@@H:9]2[C:21]([NH2:23])=[O:22])[CH2:6][CH2:5][O:4][CH2:3][CH2:2]1, predict the reactants needed to synthesize it. The reactants are: [N:1]1([CH2:7][C@@H:8]2[CH2:12][CH2:11][N:10]([C@H](C3C=CC=CC=3)C)[C@@H:9]2[C:21]([NH2:23])=[O:22])[CH2:6][CH2:5][O:4][CH2:3][CH2:2]1.O. (5) Given the product [CH3:34][C:35]1([CH3:46])[CH2:40][O:39][C:38]2[CH:41]=[CH:42][C:43]([NH:45][C:15]([C:12]3[CH:11]=[CH:10][C:9]4[CH:8]=[C:7]5[C:2](=[O:1])[NH:3][CH2:4][C:5]6([CH2:18][CH2:19][CH2:20]6)[N:6]5[C:14]=4[CH:13]=3)=[O:16])=[CH:44][C:37]=2[NH:36]1, predict the reactants needed to synthesize it. The reactants are: [O:1]=[C:2]1[C:7]2=[CH:8][C:9]3[CH:10]=[CH:11][C:12]([C:15](O)=[O:16])=[CH:13][C:14]=3[N:6]2[C:5]2([CH2:20][CH2:19][CH2:18]2)[CH2:4][NH:3]1.CCN=C=NCCCN(C)C.Cl.Cl.[CH3:34][C:35]1([CH3:46])[CH2:40][O:39][C:38]2[CH:41]=[CH:42][C:43]([NH2:45])=[CH:44][C:37]=2[NH:36]1. (6) The reactants are: [OH:1][C:2]1[CH:3]=[C:4]([CH:11]=[CH:12][CH:13]=1)[CH2:5][NH:6][S:7]([CH3:10])(=[O:9])=[O:8].Br[CH2:15][C:16]([O:18]C)=[O:17].C([O-])([O-])=O.[K+].[K+]. Given the product [CH3:10][S:7]([NH:6][CH2:5][C:4]1[CH:3]=[C:2]([CH:13]=[CH:12][CH:11]=1)[O:1][CH2:15][C:16]([OH:18])=[O:17])(=[O:9])=[O:8], predict the reactants needed to synthesize it. (7) Given the product [CH3:15][N:16]1[C:20]([C:21]2[CH:22]=[C:23]([NH:27][C:28]3[N:30]=[CH:4][C:5]4[CH2:11][CH2:10][CH2:9][CH2:8][CH2:7][C:6]=4[N:29]=3)[CH:24]=[CH:25][CH:26]=2)=[CH:19][N:18]=[C:17]1[CH3:31], predict the reactants needed to synthesize it. The reactants are: CN([CH:4]=[C:5]1[CH2:11][CH2:10][CH2:9][CH2:8][CH2:7][C:6]1=O)C.Cl.Cl.[CH3:15][N:16]1[C:20]([C:21]2[CH:22]=[C:23]([N:27]=[C:28]([NH2:30])[NH2:29])[CH:24]=[CH:25][CH:26]=2)=[CH:19][N:18]=[C:17]1[CH3:31].C[O-].[Na+]. (8) Given the product [F:29][C:24]1[C:23]2[C:22]([NH2:30])=[CH:21][C:20]([C:9]3[CH:17]=[CH:16][CH:15]=[C:14]4[C:10]=3[CH:11]=[CH:12][NH:13]4)=[CH:28][C:27]=2[NH:26][N:25]=1, predict the reactants needed to synthesize it. The reactants are: CC1(C)C(C)(C)OB([C:9]2[CH:17]=[CH:16][CH:15]=[C:14]3[C:10]=2[CH:11]=[CH:12][NH:13]3)O1.Br[C:20]1[CH:21]=[C:22]([NH2:30])[C:23]2[C:24]([F:29])=[N:25][NH:26][C:27]=2[CH:28]=1.O.C(=O)([O-])[O-].[Na+].[Na+]. (9) The reactants are: FC(F)(F)C1C=CC(C2C=CC=C([CH2:15][O:16][C:17]3[CH:22]=[CH:21][C:20]([C:23]4([CH2:27][C:28]([O:30][CH2:31][CH3:32])=[O:29])[CH2:26][O:25][CH2:24]4)=[CH:19][CH:18]=3)C=2)=CC=1.OC1C=CC(C2(CC(OCC)=O)COC2)=CC=1.[CH3:52][C:53]1[CH:60]=[CH:59][C:56](CBr)=[CH:55][C:54]=1[C:61]([F:64])([F:63])[F:62]. Given the product [CH3:52][C:53]1[CH:60]=[CH:59][C:56]([CH2:15][O:16][C:17]2[CH:22]=[CH:21][C:20]([C:23]3([CH2:27][C:28]([O:30][CH2:31][CH3:32])=[O:29])[CH2:26][O:25][CH2:24]3)=[CH:19][CH:18]=2)=[CH:55][C:54]=1[C:61]([F:62])([F:63])[F:64], predict the reactants needed to synthesize it. (10) Given the product [Cl:1][C:2]1[CH:3]=[C:4]([NH:5][C:37]([NH:36][C:34](=[O:35])[C:29]2[CH:30]=[CH:31][CH:32]=[CH:33][C:28]=2[CH3:27])=[S:38])[CH:6]=[CH:7][C:8]=1[O:9][C:10]1[C:19]2[C:14](=[CH:15][C:16]([O:22][CH3:23])=[C:17]([O:20][CH3:21])[CH:18]=2)[N:13]=[CH:12][CH:11]=1, predict the reactants needed to synthesize it. The reactants are: [Cl:1][C:2]1[CH:3]=[C:4]([CH:6]=[CH:7][C:8]=1[O:9][C:10]1[C:19]2[C:14](=[CH:15][C:16]([O:22][CH3:23])=[C:17]([O:20][CH3:21])[CH:18]=2)[N:13]=[CH:12][CH:11]=1)[NH2:5].C(O)C.[CH3:27][C:28]1[CH:33]=[CH:32][CH:31]=[CH:30][C:29]=1[C:34]([N:36]=[C:37]=[S:38])=[O:35].